This data is from Full USPTO retrosynthesis dataset with 1.9M reactions from patents (1976-2016). The task is: Predict the reactants needed to synthesize the given product. (1) Given the product [CH3:35][O:39][C:62](=[O:67])[NH:58][C@H:15]([C:16]([N:18]1[CH2:22][CH2:21][CH2:20][C@H:19]1[C:23](=[O:25])[NH:12][C:7]1[CH:6]=[CH:5][C:4]2[C:9](=[CH:10][CH:11]=[C:2]([Br:1])[CH:3]=2)[CH:8]=1)=[O:17])[CH:26]([CH3:27])[CH3:31], predict the reactants needed to synthesize it. The reactants are: [Br:1][C:2]1[CH:3]=[C:4]2[C:9](=[CH:10][CH:11]=1)[CH:8]=[C:7]([NH2:12])[CH:6]=[CH:5]2.CO[C@@H:15]([CH:26]([CH3:31])[CH2:27]N=C=O)[C:16]([N:18]1[CH2:22][CH2:21][CH2:20][C@H:19]1[C:23]([OH:25])=O)=[O:17].CN([C:35]([O:39]N1N=NC2C=CC=NC1=2)=[N+](C)C)C.F[P-](F)(F)(F)(F)F.CC[N:58]([CH:62](C)C)C(C)C.CS(C)=[O:67]. (2) The reactants are: [C:1]([C:4]1[CH:12]=[C:11]2[C:7]([CH:8]=[CH:9][NH:10]2)=[CH:6][CH:5]=1)([OH:3])=O.[NH2:13][C@@H:14]([C:18]([N:20]1[CH2:25][CH2:24][CH:23]([CH:26]2[CH2:31][CH2:30][N:29]([CH3:32])[CH2:28][CH2:27]2)[CH2:22][CH2:21]1)=[O:19])[CH:15]([CH3:17])[CH3:16].C(P(=O)(OCC)OCC)#N. Given the product [NH3:10].[NH:10]1[C:11]2[C:7](=[CH:6][CH:5]=[C:4]([C:1]([NH:13][C@@H:14]([C:18]([N:20]3[CH2:25][CH2:24][CH:23]([CH:26]4[CH2:27][CH2:28][N:29]([CH3:32])[CH2:30][CH2:31]4)[CH2:22][CH2:21]3)=[O:19])[CH:15]([CH3:16])[CH3:17])=[O:3])[CH:12]=2)[CH:8]=[CH:9]1, predict the reactants needed to synthesize it. (3) Given the product [CH3:36][O:35][C:32]1[CH:33]=[CH:34][C:29]([S:28][C:18]2[C:19]([C:21]([O:23][C:24]([CH3:27])([CH3:26])[CH3:25])=[O:22])=[N:20][C:15]([S:1][C:2]3[CH:7]=[CH:6][CH:5]=[CH:4][N:3]=3)=[CH:16][CH:17]=2)=[CH:30][CH:31]=1, predict the reactants needed to synthesize it. The reactants are: [SH:1][C:2]1[CH:7]=[CH:6][CH:5]=[CH:4][N:3]=1.CC(C)([O-])C.[K+].Cl[C:15]1[N:20]=[C:19]([C:21]([O:23][C:24]([CH3:27])([CH3:26])[CH3:25])=[O:22])[C:18]([S:28][C:29]2[CH:34]=[CH:33][C:32]([O:35][CH3:36])=[CH:31][CH:30]=2)=[CH:17][CH:16]=1. (4) Given the product [C:1]([O:5][C:6](=[O:26])[C:7]1[CH:12]=[CH:11][C:10]([CH2:13][N:14]2[C:23](=[O:24])[CH:22]=[C:21]3[C:16]([CH:17]=[C:18]([C:29]#[C:28][CH2:27][N:30]4[CH:34]=[CH:33][N:32]=[N:37]4)[N:19]=[CH:20]3)=[CH:15]2)=[CH:9][CH:8]=1)([CH3:4])([CH3:3])[CH3:2], predict the reactants needed to synthesize it. The reactants are: [C:1]([O:5][C:6](=[O:26])[C:7]1[CH:12]=[CH:11][C:10]([CH2:13][N:14]2[C:23](=[O:24])[CH:22]=[C:21]3[C:16]([CH:17]=[C:18](Br)[N:19]=[CH:20]3)=[CH:15]2)=[CH:9][CH:8]=1)([CH3:4])([CH3:3])[CH3:2].[CH2:27]([N:30]1[CH:34]=[CH:33][N:32]=C1)[C:28]#[CH:29].C([N:37](CC)CC)C. (5) The reactants are: [Cl:1][C:2]1[CH:7]=[CH:6][CH:5]=[CH:4][C:3]=1[N:8]1[CH:13]=[CH:12][C:11](=[O:14])[C:10]([C:15](=O)[CH:16]=[CH:17][N:18](C)C)=[N:9]1.[C:22]1([NH:28]N)[CH:27]=[CH:26][CH:25]=[CH:24][CH:23]=1. Given the product [Cl:1][C:2]1[CH:7]=[CH:6][CH:5]=[CH:4][C:3]=1[N:8]1[CH:13]=[CH:12][C:11](=[O:14])[C:10]([C:15]2[N:28]([C:22]3[CH:27]=[CH:26][CH:25]=[CH:24][CH:23]=3)[N:18]=[CH:17][CH:16]=2)=[N:9]1, predict the reactants needed to synthesize it. (6) Given the product [C:1]1([C:7]2[CH:11]=[C:10]([NH:12][C:13](=[O:44])[O:14][CH2:15][C@@H:16]([N:30]([CH3:43])[C:31]([NH:33][CH2:34][C:35]3[CH:40]=[CH:39][CH:38]=[C:37]([F:41])[C:36]=3[Cl:42])=[O:32])[CH2:17][C@@H:18]([OH:29])[CH2:19][O:20][P:21]([OH:26])([OH:23])=[O:22])[O:9][N:8]=2)[CH:2]=[CH:3][CH:4]=[CH:5][CH:6]=1, predict the reactants needed to synthesize it. The reactants are: [C:1]1([C:7]2[CH:11]=[C:10]([NH:12][C:13](=[O:44])[O:14][CH2:15][C@@H:16]([N:30]([CH3:43])[C:31]([NH:33][CH2:34][C:35]3[CH:40]=[CH:39][CH:38]=[C:37]([F:41])[C:36]=3[Cl:42])=[O:32])[CH2:17][C@@H:18]([OH:29])[CH2:19][O:20][P:21]([O:26]CC)([O:23]CC)=[O:22])[O:9][N:8]=2)[CH:6]=[CH:5][CH:4]=[CH:3][CH:2]=1.[Si](I)(C)(C)C. (7) Given the product [CH2:19]([C:7]1[C:6]([CH2:5][CH2:4][OH:3])=[C:10]([CH2:11][CH3:12])[N:9]([C:13]2[CH:18]=[CH:17][CH:16]=[CH:15][N:14]=2)[N:8]=1)[CH3:20], predict the reactants needed to synthesize it. The reactants are: C([O:3][C:4](=O)[CH2:5][C:6]1[C:7]([CH2:19][CH3:20])=[N:8][N:9]([C:13]2[CH:18]=[CH:17][CH:16]=[CH:15][N:14]=2)[C:10]=1[CH2:11][CH3:12])C.[H-].C([Al+]CC(C)C)C(C)C. (8) Given the product [Br:1][C:2]1[CH:3]=[CH:4][C:5]2[CH:6]([CH:18]3[CH2:19][CH2:20][NH:21][CH2:22][CH2:23]3)[C:7]3[C:12]([O:13][C:14]=2[CH:15]=1)=[C:11]([O:16][CH3:17])[CH:10]=[CH:9][CH:8]=3, predict the reactants needed to synthesize it. The reactants are: [Br:1][C:2]1[CH:3]=[CH:4][C:5]2[CH:6]([CH:18]3[CH2:23][CH2:22][N:21](C(=O)C(F)(F)F)[CH2:20][CH2:19]3)[C:7]3[C:12]([O:13][C:14]=2[CH:15]=1)=[C:11]([O:16][CH3:17])[CH:10]=[CH:9][CH:8]=3.[OH-].[Na+].C(Cl)Cl. (9) Given the product [C:1]([N:4]1[C:13]2[C:8](=[CH:9][C:10]([C:14]3[CH:19]=[CH:18][C:17]([C:20]([NH:21][CH2:22][CH2:23][N:24]([CH3:25])[CH3:26])=[O:27])=[CH:16][CH:15]=3)=[CH:11][CH:12]=2)[C@H:7]([NH2:28])[CH2:6][C@@H:5]1[CH3:36])(=[O:3])[CH3:2], predict the reactants needed to synthesize it. The reactants are: [C:1]([N:4]1[C:13]2[C:8](=[CH:9][C:10]([C:14]3[CH:19]=[CH:18][C:17]([C:20](=[O:27])[NH:21][CH2:22][CH2:23][N:24]([CH3:26])[CH3:25])=[CH:16][CH:15]=3)=[CH:11][CH:12]=2)[C@H:7]([NH:28]C(=O)OC(C)(C)C)[CH2:6][C@@H:5]1[CH3:36])(=[O:3])[CH3:2].F[P-](F)(F)(F)(F)F.Cl.